From a dataset of Full USPTO retrosynthesis dataset with 1.9M reactions from patents (1976-2016). Predict the reactants needed to synthesize the given product. Given the product [NH2:30][C:25]1[CH:26]=[C:27]2[C:22](=[CH:23][CH:24]=1)[CH2:21][CH:20]([N:12]([CH2:11][C:8]1[N:7]=[CH:6][C:5]3[O:4][CH2:3][CH2:2][O:1][C:10]=3[CH:9]=1)[C:13](=[O:19])[O:14][C:15]([CH3:17])([CH3:18])[CH3:16])[CH2:29][CH2:28]2, predict the reactants needed to synthesize it. The reactants are: [O:1]1[C:10]2[CH:9]=[C:8]([CH2:11][N:12]([CH:20]3[CH2:29][CH2:28][C:27]4[C:22](=[CH:23][CH:24]=[C:25]([N:30]=C(C5C=CC=CC=5)C5C=CC=CC=5)[CH:26]=4)[CH2:21]3)[C:13](=[O:19])[O:14][C:15]([CH3:18])([CH3:17])[CH3:16])[N:7]=[CH:6][C:5]=2[O:4][CH2:3][CH2:2]1.